Dataset: Catalyst prediction with 721,799 reactions and 888 catalyst types from USPTO. Task: Predict which catalyst facilitates the given reaction. Reactant: Cl[C:2]1[C:7]([N+:8]([O-:10])=[O:9])=[CH:6][CH:5]=[CH:4][N:3]=1.C(=O)([O-])[O-].[K+].[K+].[NH2:17][C@@H:18]([CH3:22])[C:19]([OH:21])=[O:20]. Product: [N+:8]([C:7]1[C:2]([NH:17][C@H:18]([CH3:22])[C:19]([OH:21])=[O:20])=[N:3][CH:4]=[CH:5][CH:6]=1)([O-:10])=[O:9]. The catalyst class is: 88.